Dataset: Full USPTO retrosynthesis dataset with 1.9M reactions from patents (1976-2016). Task: Predict the reactants needed to synthesize the given product. (1) Given the product [NH:36]([S:37]([NH:40][C:25]([CH:22]1[CH2:21][CH2:20][N:19]([C:9]2[C:8]([C:28]#[N:29])=[CH:7][C:6]([C:1](=[O:5])[CH2:2][CH2:3][CH3:4])=[C:11]([CH2:12][N:13]3[CH2:17][CH2:16][CH2:15][C:14]3=[O:18])[N:10]=2)[CH2:24][CH2:23]1)=[O:27])(=[O:38])=[O:39])[C:30]1[CH:31]=[CH:32][CH:33]=[CH:34][CH:35]=1, predict the reactants needed to synthesize it. The reactants are: [C:1]([C:6]1[CH:7]=[C:8]([C:28]#[N:29])[C:9]([N:19]2[CH2:24][CH2:23][CH:22]([C:25]([OH:27])=O)[CH2:21][CH2:20]2)=[N:10][C:11]=1[CH2:12][N:13]1[CH2:17][CH2:16][CH2:15][C:14]1=[O:18])(=[O:5])[CH2:2][CH2:3][CH3:4].[C:30]1([NH:36][S:37]([NH2:40])(=[O:39])=[O:38])[CH:35]=[CH:34][CH:33]=[CH:32][CH:31]=1. (2) Given the product [CH3:7][N:6]1[C:2]2[C:37]3[CH:36]=[N:35][CH:34]=[CH:33][C:32]=3[N:31]=[C:9]([NH2:10])[C:3]=2[N:4]=[C:5]1[CH3:8], predict the reactants needed to synthesize it. The reactants are: Br[C:2]1[N:6]([CH3:7])[C:5]([CH3:8])=[N:4][C:3]=1[C:9]#[N:10].C1(P(C2C=CC=CC=2)C2C=CC=CC=2)C=CC=CC=1.Cl.[NH2:31][C:32]1[CH:37]=[CH:36][N:35]=[CH:34][C:33]=1B(O)O.C(=O)([O-])[O-].[Na+].[Na+]. (3) Given the product [F:1][C:2]1[CH:3]=[CH:4][C:5]([CH2:6][N:7]2[C:19](=[O:20])[C:18]3[C:17]([OH:21])=[C:16]4[C:11]([CH:12]=[CH:13][CH:14]=[N:15]4)=[C:10]([O:22][CH3:23])[C:9]=3[CH:8]2[O:24][CH3:27])=[CH:25][CH:26]=1, predict the reactants needed to synthesize it. The reactants are: [F:1][C:2]1[CH:26]=[CH:25][C:5]([CH2:6][N:7]2[C:19](=[O:20])[C:18]3[C:17]([OH:21])=[C:16]4[C:11]([CH:12]=[CH:13][CH:14]=[N:15]4)=[C:10]([O:22][CH3:23])[C:9]=3[CH:8]2[OH:24])=[CH:4][CH:3]=1.[CH2:27](Cl)Cl.C(O)(C(F)(F)F)=O.